Dataset: Full USPTO retrosynthesis dataset with 1.9M reactions from patents (1976-2016). Task: Predict the reactants needed to synthesize the given product. (1) Given the product [CH2:56]([C:49]1[N:50]([CH2:51][C:52]([OH:54])([CH3:55])[CH3:53])[C:42]2[C:41]3[CH:40]=[CH:39][C:38]([CH:34]=[CH:33][C:32]([N:31]([CH3:36])[CH3:30])=[O:35])=[CH:47][C:46]=3[N:45]=[CH:44][C:43]=2[N:48]=1)[CH3:57], predict the reactants needed to synthesize it. The reactants are: C(N(CC)CC)C.C1(C)C=CC=CC=1P(C1C=CC=CC=1C)C1C=CC=CC=1C.[CH3:30][N:31]([CH3:36])[C:32](=[O:35])[CH:33]=[CH2:34].Br[C:38]1[CH:39]=[CH:40][C:41]2[C:42]3[N:50]([CH2:51][C:52]([CH3:55])([OH:54])[CH3:53])[C:49]([CH2:56][CH3:57])=[N:48][C:43]=3[CH:44]=[N:45][C:46]=2[CH:47]=1. (2) Given the product [CH2:32]([O:34][CH2:35][C@H:36]1[C@H:38]([CH:39]=[O:40])[C@:37]1([CH3:55])[C:43]1[CH:44]=[C:45]([CH:52]([CH3:53])[CH3:54])[CH:46]=[C:47]([CH:49]([CH3:51])[CH3:50])[CH:48]=1)[CH3:26], predict the reactants needed to synthesize it. The reactants are: COC[C@@H]1[C@H](C=O)[C@]1(C)C1C=C(C(C)C)C=C(C(C)C)C=1.CC12C(C)(C)[C:26]([C:32]([O:34][CH2:35][C@H:36]3[C@H:38]([CH2:39][O:40]CC)[C@@:37]3([CH3:55])[C:43]3[CH:48]=[C:47]([CH:49]([CH3:51])[CH3:50])[CH:46]=[C:45]([CH:52]([CH3:54])[CH3:53])[CH:44]=3)=O)(CC1)OC2=O. (3) Given the product [CH3:2][C:3]1[CH:8]=[CH:7][N:6]=[CH:5][C:4]=1[C:9]([O:11][CH2:2][CH2:3][CH2:4][CH3:5])=[O:10], predict the reactants needed to synthesize it. The reactants are: Cl.[CH3:2][C:3]1[CH:8]=[CH:7][N:6]=[CH:5][C:4]=1[C:9]([OH:11])=[O:10].C(=O)([O-])O.[Na+]. (4) Given the product [N:6]1([C:10]2[N:11]=[C:12]([CH:19]=[O:20])[CH:13]=[CH:14][CH:15]=2)[CH2:9][CH2:8][CH2:7]1, predict the reactants needed to synthesize it. The reactants are: C([Li])CCC.[N:6]1([C:10]2[CH:15]=[CH:14][CH:13]=[C:12](Br)[N:11]=2)[CH2:9][CH2:8][CH2:7]1.CN(C)[CH:19]=[O:20]. (5) The reactants are: [CH2:1]([C:8]1[S:12][C:11]([NH2:13])=[N:10][C:9]=1[C:14]1[CH:19]=[CH:18][CH:17]=[CH:16][CH:15]=1)[C:2]1[CH:7]=[CH:6][CH:5]=[CH:4][CH:3]=1.[O:20]1[C:26]2[CH:27]=[CH:28][C:29]([C:31](=[O:37])[CH2:32][CH2:33][C:34](O)=[O:35])=[CH:30][C:25]=2[O:24][CH2:23][CH2:22][CH2:21]1.CCN=C=NCCCN(C)C.C1C=CC2N(O)N=NC=2C=1. Given the product [CH2:1]([C:8]1[S:12][C:11]([NH:13][C:34](=[O:35])[CH2:33][CH2:32][C:31]([C:29]2[CH:28]=[CH:27][C:26]3[O:20][CH2:21][CH2:22][CH2:23][O:24][C:25]=3[CH:30]=2)=[O:37])=[N:10][C:9]=1[C:14]1[CH:19]=[CH:18][CH:17]=[CH:16][CH:15]=1)[C:2]1[CH:3]=[CH:4][CH:5]=[CH:6][CH:7]=1, predict the reactants needed to synthesize it. (6) Given the product [Br:8][C:13]1[CH:14]=[C:15]([O:16][CH3:17])[C:10]([NH2:9])=[N:11][CH:12]=1, predict the reactants needed to synthesize it. The reactants are: C1C(=O)N([Br:8])C(=O)C1.[NH2:9][C:10]1[C:15]([O:16][CH3:17])=[CH:14][CH:13]=[CH:12][N:11]=1.